From a dataset of Forward reaction prediction with 1.9M reactions from USPTO patents (1976-2016). Predict the product of the given reaction. (1) Given the reactants [Br:1][C:2]1[CH:3]=[CH:4][C:5]([NH2:8])=[N:6][CH:7]=1.C([Li])CCC.CCCCCC.Cl[Si:21]([CH3:29])([CH3:28])[CH2:22][CH2:23][Si:24](Cl)([CH3:26])[CH3:25].[Na+].[Cl-], predict the reaction product. The product is: [Br:1][C:2]1[CH:3]=[CH:4][C:5]([N:8]2[Si:24]([CH3:26])([CH3:25])[CH2:23][CH2:22][Si:21]2([CH3:29])[CH3:28])=[N:6][CH:7]=1. (2) The product is: [CH:1]1[C:2]2[C:17](=[O:18])[C:16]([C:19]([OH:21])=[O:20])=[CH:15][N:14]([CH:22]3[CH2:23][CH2:24]3)[C:3]=2[CH:4]=[C:5]([N:8]2[CH2:9][CH2:10][NH:11][CH2:12][CH2:13]2)[C:6]=1[F:7]. Given the reactants [CH:1]1[C:2]2[C:17](=[O:18])[C:16]([C:19]([OH:21])=[O:20])=[CH:15][N:14]([CH:22]3[CH2:24][CH2:23]3)[C:3]=2[CH:4]=[C:5]([N:8]2[CH2:13][CH2:12][NH:11][CH2:10][CH2:9]2)[C:6]=1[F:7].Cl.C(=O)([O-])[O-].[K+].[K+].BrCCCCCCBr, predict the reaction product. (3) Given the reactants C[O:2][C:3](=[O:22])[CH2:4][CH2:5][N:6]1[C:11]2[CH:12]=[C:13]([CH3:17])[CH:14]=[C:15]([CH3:16])[C:10]=2[O:9][CH:8]([CH2:18][CH2:19][CH3:20])[C:7]1=[O:21].[OH-].[Na+], predict the reaction product. The product is: [CH3:17][C:13]1[CH:14]=[C:15]([CH3:16])[C:10]2[O:9][CH:8]([CH2:18][CH2:19][CH3:20])[C:7](=[O:21])[N:6]([CH2:5][CH2:4][C:3]([OH:22])=[O:2])[C:11]=2[CH:12]=1. (4) Given the reactants [CH3:1][N:2]([CH3:43])[CH2:3][CH2:4][NH:5][C:6](=[O:42])[CH2:7][O:8][C:9]1[CH:10]=[C:11]([C:15]2[N:24]=[C:23]([NH:25][C:26]3[CH:27]=[C:28]4[C:32](=[CH:33][CH:34]=3)[N:31](C(OC(C)(C)C)=O)[N:30]=[CH:29]4)[C:22]3[C:17](=[CH:18][CH:19]=[CH:20][CH:21]=3)[N:16]=2)[CH:12]=[CH:13][CH:14]=1.C(O)(C(F)(F)F)=O, predict the reaction product. The product is: [NH:31]1[C:32]2[C:28](=[CH:27][C:26]([NH:25][C:23]3[C:22]4[C:17](=[CH:18][CH:19]=[CH:20][CH:21]=4)[N:16]=[C:15]([C:11]4[CH:10]=[C:9]([CH:14]=[CH:13][CH:12]=4)[O:8][CH2:7][C:6]([NH:5][CH2:4][CH2:3][N:2]([CH3:1])[CH3:43])=[O:42])[N:24]=3)=[CH:34][CH:33]=2)[CH:29]=[N:30]1. (5) Given the reactants [CH3:1][N:2]([CH3:34])[C:3]([C:5]1[C:22]([CH2:23][CH2:24][C:25](=O)[C:26]2[CH:31]=[CH:30][CH:29]=[CH:28][CH:27]=2)=[C:21]([OH:33])[C:8]2[N:9]=[C:10]([CH3:20])[N:11]([CH2:12][O:13][CH2:14][CH2:15][Si:16]([CH3:19])([CH3:18])[CH3:17])[C:7]=2[CH:6]=1)=[O:4].[BH4-].[Na+].[Cl-].[NH4+].[OH2:39], predict the reaction product. The product is: [CH3:1][N:2]([CH3:34])[C:3]([C:5]1[C:22]([CH2:23][CH:24]([OH:39])[CH2:25][C:26]2[CH:27]=[CH:28][CH:29]=[CH:30][CH:31]=2)=[C:21]([OH:33])[C:8]2[N:9]=[C:10]([CH3:20])[N:11]([CH2:12][O:13][CH2:14][CH2:15][Si:16]([CH3:17])([CH3:18])[CH3:19])[C:7]=2[CH:6]=1)=[O:4]. (6) The product is: [CH2:25]([NH:27][CH2:20][C:18]([CH2:17][NH:16][C:11]1[CH:12]=[CH:13][CH:14]=[C:15]2[C:10]=1[CH:9]=[N:8][N:7]2[C:1]1[CH:6]=[CH:5][CH:4]=[CH:3][CH:2]=1)([OH:19])[C:21]([F:24])([F:23])[F:22])[CH3:26]. Given the reactants [C:1]1([N:7]2[C:15]3[CH:14]=[CH:13][CH:12]=[C:11]([NH:16][CH2:17][C:18]4([C:21]([F:24])([F:23])[F:22])[CH2:20][O:19]4)[C:10]=3[CH:9]=[N:8]2)[CH:6]=[CH:5][CH:4]=[CH:3][CH:2]=1.[CH2:25]([NH2:27])[CH3:26], predict the reaction product. (7) Given the reactants [Br:1][C:2]1[CH:3]=[C:4]([O:9][CH3:10])[C:5]([Cl:8])=[N:6][CH:7]=1.Cl.ClC[CH2:14][N:15]1[CH2:20][CH2:19][O:18][CH2:17][CH2:16]1, predict the reaction product. The product is: [Br:1][C:2]1[CH:3]=[C:4]([O:9][CH2:10][CH2:14][N:15]2[CH2:20][CH2:19][O:18][CH2:17][CH2:16]2)[C:5]([Cl:8])=[N:6][CH:7]=1. (8) Given the reactants [Cl:1][C:2]1[C:3]([OH:13])=[CH:4][CH:5]=[C:6]2[C:11]=1[C:10](=[O:12])[NH:9][CH2:8][CH2:7]2.CS(O[CH:19]([CH3:24])[C:20]([F:23])([F:22])[F:21])(=O)=O.C([O-])([O-])=O.[K+].[K+].O, predict the reaction product. The product is: [Cl:1][C:2]1[C:3]([O:13][CH:19]([CH3:24])[C:20]([F:23])([F:22])[F:21])=[CH:4][CH:5]=[C:6]2[C:11]=1[C:10](=[O:12])[NH:9][CH2:8][CH2:7]2. (9) Given the reactants [Cl:1][C:2]1[CH:7]=[C:6]2[NH:8][C:9](=[O:32])[C:10]3([CH:15]([C:16]4[CH:21]=[CH:20][CH:19]=[C:18]([Cl:22])[CH:17]=4)[CH2:14][C:13](=O)[NH:12][CH:11]3[C:24]3[CH:29]=[C:28]([F:30])[CH:27]=[CH:26][C:25]=3[CH3:31])[C:5]2=[CH:4][CH:3]=1.COC1C=CC(P2(=S)SP(=S)(C3C=CC(OC)=CC=3)[S:42]2)=CC=1, predict the reaction product. The product is: [Cl:1][C:2]1[CH:7]=[C:6]2[NH:8][C:9](=[O:32])[C:10]3([CH:15]([C:16]4[CH:21]=[CH:20][CH:19]=[C:18]([Cl:22])[CH:17]=4)[CH2:14][C:13](=[S:42])[NH:12][CH:11]3[C:24]3[CH:29]=[C:28]([F:30])[CH:27]=[CH:26][C:25]=3[CH3:31])[C:5]2=[CH:4][CH:3]=1. (10) Given the reactants CC(C)([O-])C.[K+].[I:7][C:8]1[C:16]2[C:11](=[CH:12][CH:13]=[CH:14][C:15]=2[N+:17]([O-:19])=[O:18])[NH:10][N:9]=1.[CH3:20][O:21][C:22]1[CH:29]=[CH:28][C:25]([CH2:26]Cl)=[CH:24][CH:23]=1, predict the reaction product. The product is: [I:7][C:8]1[C:16]2[C:11](=[CH:12][CH:13]=[CH:14][C:15]=2[N+:17]([O-:19])=[O:18])[N:10]([CH2:26][C:25]2[CH:28]=[CH:29][C:22]([O:21][CH3:20])=[CH:23][CH:24]=2)[N:9]=1.